This data is from NCI-60 drug combinations with 297,098 pairs across 59 cell lines. The task is: Regression. Given two drug SMILES strings and cell line genomic features, predict the synergy score measuring deviation from expected non-interaction effect. (1) Drug 1: CN(C)C1=NC(=NC(=N1)N(C)C)N(C)C. Drug 2: C1CC(C1)(C(=O)O)C(=O)O.[NH2-].[NH2-].[Pt+2]. Cell line: CCRF-CEM. Synergy scores: CSS=66.0, Synergy_ZIP=3.81, Synergy_Bliss=3.77, Synergy_Loewe=-24.1, Synergy_HSA=1.89. (2) Drug 1: CN1CCC(CC1)COC2=C(C=C3C(=C2)N=CN=C3NC4=C(C=C(C=C4)Br)F)OC. Drug 2: CC1C(C(CC(O1)OC2CC(CC3=C2C(=C4C(=C3O)C(=O)C5=CC=CC=C5C4=O)O)(C(=O)C)O)N)O. Cell line: RPMI-8226. Synergy scores: CSS=38.9, Synergy_ZIP=2.85, Synergy_Bliss=5.14, Synergy_Loewe=-22.0, Synergy_HSA=1.92. (3) Drug 1: CC1=C(C(CCC1)(C)C)C=CC(=CC=CC(=CC(=O)O)C)C. Drug 2: CC1C(C(CC(O1)OC2CC(CC3=C2C(=C4C(=C3O)C(=O)C5=C(C4=O)C(=CC=C5)OC)O)(C(=O)CO)O)N)O.Cl. Cell line: OVCAR-8. Synergy scores: CSS=18.8, Synergy_ZIP=-4.29, Synergy_Bliss=-4.36, Synergy_Loewe=-13.3, Synergy_HSA=-2.71. (4) Drug 1: C1=CC(=CC=C1CC(C(=O)O)N)N(CCCl)CCCl.Cl. Drug 2: CC(C)(C#N)C1=CC(=CC(=C1)CN2C=NC=N2)C(C)(C)C#N. Cell line: LOX IMVI. Synergy scores: CSS=7.06, Synergy_ZIP=-7.57, Synergy_Bliss=-3.82, Synergy_Loewe=-3.88, Synergy_HSA=-2.50. (5) Drug 1: CN1CCC(CC1)COC2=C(C=C3C(=C2)N=CN=C3NC4=C(C=C(C=C4)Br)F)OC. Drug 2: CC12CCC(CC1=CCC3C2CCC4(C3CC=C4C5=CN=CC=C5)C)O. Cell line: MDA-MB-435. Synergy scores: CSS=6.20, Synergy_ZIP=8.91, Synergy_Bliss=6.49, Synergy_Loewe=3.23, Synergy_HSA=3.55. (6) Drug 1: CC1OCC2C(O1)C(C(C(O2)OC3C4COC(=O)C4C(C5=CC6=C(C=C35)OCO6)C7=CC(=C(C(=C7)OC)O)OC)O)O. Drug 2: CCC(=C(C1=CC=CC=C1)C2=CC=C(C=C2)OCCN(C)C)C3=CC=CC=C3.C(C(=O)O)C(CC(=O)O)(C(=O)O)O. Cell line: HCT116. Synergy scores: CSS=51.6, Synergy_ZIP=-2.51, Synergy_Bliss=-2.51, Synergy_Loewe=-15.9, Synergy_HSA=-2.50. (7) Drug 1: CCCCCOC(=O)NC1=NC(=O)N(C=C1F)C2C(C(C(O2)C)O)O. Drug 2: CC(C)(C#N)C1=CC(=CC(=C1)CN2C=NC=N2)C(C)(C)C#N. Cell line: A498. Synergy scores: CSS=7.48, Synergy_ZIP=4.76, Synergy_Bliss=-10.1, Synergy_Loewe=-4.21, Synergy_HSA=-4.99.